Task: Predict the product of the given reaction.. Dataset: Forward reaction prediction with 1.9M reactions from USPTO patents (1976-2016) (1) Given the reactants [CH:1]([C:3]1[CH:16]=[CH:15][C:6]([C:7]([NH:9][CH2:10][CH2:11][C:12]([OH:14])=[O:13])=[O:8])=[CH:5][CH:4]=1)=O.[CH2:17]([O:21][C:22]1[CH:28]=[CH:27][C:25]([NH2:26])=[CH:24][CH:23]=1)[CH2:18][CH2:19][CH3:20].C(O)(=O)C.C([BH3-])#N.[Na+], predict the reaction product. The product is: [CH2:17]([O:21][C:22]1[CH:23]=[CH:24][C:25]([NH:26][CH2:1][C:3]2[CH:16]=[CH:15][C:6]([C:7]([NH:9][CH2:10][CH2:11][C:12]([OH:14])=[O:13])=[O:8])=[CH:5][CH:4]=2)=[CH:27][CH:28]=1)[CH2:18][CH2:19][CH3:20]. (2) Given the reactants [O:1]1[C:5]2[CH:6]=[CH:7][CH:8]=[CH:9][C:4]=2[N:3]=[C:2]1[C:10]1[C:11]([NH2:25])=[N:12][CH:13]=[C:14](B2OC(C)(C)C(C)(C)O2)[CH:15]=1.Br[C:27]1[CH:28]=[N:29][N:30]([CH:33]2[CH2:38][CH2:37][N:36]([C:39]([O:41][C:42]([CH3:45])([CH3:44])[CH3:43])=[O:40])[CH2:35][CH2:34]2)[C:31]=1[CH3:32].C1(P(C2CCCCC2)C2CCCCC2)CCCCC1.P([O-])([O-])([O-])=O.[K+].[K+].[K+], predict the reaction product. The product is: [NH2:25][C:11]1[N:12]=[CH:13][C:14]([C:27]2[CH:28]=[N:29][N:30]([CH:33]3[CH2:34][CH2:35][N:36]([C:39]([O:41][C:42]([CH3:45])([CH3:44])[CH3:43])=[O:40])[CH2:37][CH2:38]3)[C:31]=2[CH3:32])=[CH:15][C:10]=1[C:2]1[O:1][C:5]2[CH:6]=[CH:7][CH:8]=[CH:9][C:4]=2[N:3]=1. (3) Given the reactants [O:1]1[C:6]2[CH:7]=[CH:8][CH:9]=[CH:10][C:5]=2[NH:4][C:3](=[O:11])[CH2:2]1.[C:12](O[C:12]([O:14][C:15]([CH3:18])([CH3:17])[CH3:16])=[O:13])([O:14][C:15]([CH3:18])([CH3:17])[CH3:16])=[O:13], predict the reaction product. The product is: [O:1]1[C:6]2[CH:7]=[CH:8][CH:9]=[CH:10][C:5]=2[N:4]([C:12]([O:14][C:15]([CH3:18])([CH3:17])[CH3:16])=[O:13])[C:3](=[O:11])[CH2:2]1. (4) Given the reactants [CH3:1][O:2][C:3]1[CH:4]=[C:5](B(O)O)[CH:6]=[CH:7][CH:8]=1.Br[C:13]1[CH:14]=[CH:15][C:16]([F:22])=[C:17]([N+:19]([O-:21])=[O:20])[CH:18]=1.C(=O)([O-])[O-].[Na+].[Na+].C1(C)C=CC=CC=1, predict the reaction product. The product is: [F:22][C:16]1[CH:15]=[CH:14][C:13]([C:5]2[CH:6]=[CH:7][CH:8]=[C:3]([O:2][CH3:1])[CH:4]=2)=[CH:18][C:17]=1[N+:19]([O-:21])=[O:20]. (5) Given the reactants [CH3:1][C:2]1[CH:3]=[C:4]([NH2:8])[CH:5]=[N:6][CH:7]=1.[C:9](O[C:9]([O:11][C:12]([CH3:15])([CH3:14])[CH3:13])=[O:10])([O:11][C:12]([CH3:15])([CH3:14])[CH3:13])=[O:10].C(=O)=O, predict the reaction product. The product is: [CH3:1][C:2]1[CH:3]=[C:4]([NH:8][C:9](=[O:10])[O:11][C:12]([CH3:15])([CH3:14])[CH3:13])[CH:5]=[N:6][CH:7]=1. (6) Given the reactants [NH2:1][N:2]1[CH:6]=[CH:5][N:4]=[C:3]1[C:7]([NH:9][C:10]1[CH:15]=[CH:14][CH:13]=[CH:12][CH:11]=1)=[O:8].[C:16]([O:20][C:21]([NH:23][C@@H:24]([CH3:28])[C:25](O)=[O:26])=[O:22])([CH3:19])([CH3:18])[CH3:17].CCN=C=NCCCN(C)C.Cl, predict the reaction product. The product is: [O:26]=[C:25]([NH:1][N:2]1[CH:6]=[CH:5][N:4]=[C:3]1[C:7](=[O:8])[NH:9][C:10]1[CH:11]=[CH:12][CH:13]=[CH:14][CH:15]=1)[C@@H:24]([NH:23][C:21](=[O:22])[O:20][C:16]([CH3:19])([CH3:18])[CH3:17])[CH3:28].